From a dataset of Reaction yield outcomes from USPTO patents with 853,638 reactions. Predict the reaction yield, written as a fraction of the theoretical maximum amount of product (1.0 means a 100% yield; for example, 0.34 means a 34% yield). The reactants are [CH3:1][C:2]1[CH:7]=[CH:6][C:5]([SH:8])=[CH:4][CH:3]=1.P([O-])([O-])([O-])=O.[K+].[K+].[K+].CN(C)CC(O)=O.C[O:25][C:26](=[O:47])[C:27]1[CH:32]=[C:31]([S:33](=[O:45])(=[O:44])[NH:34][CH2:35][CH2:36][C:37]2[CH:42]=[CH:41][C:40](I)=[CH:39][CH:38]=2)[CH:30]=[CH:29][C:28]=1[CH3:46]. The product is [CH3:46][C:28]1[CH:29]=[CH:30][C:31]([S:33](=[O:45])(=[O:44])[NH:34][CH2:35][CH2:36][C:37]2[CH:42]=[CH:41][C:40]([S:8][C:5]3[CH:6]=[CH:7][C:2]([CH3:1])=[CH:3][CH:4]=3)=[CH:39][CH:38]=2)=[CH:32][C:27]=1[C:26]([OH:25])=[O:47]. The yield is 0.100. The catalyst is CN(C)C=O.C(OCC)(=O)C.